Dataset: Catalyst prediction with 721,799 reactions and 888 catalyst types from USPTO. Task: Predict which catalyst facilitates the given reaction. (1) Reactant: C(OC([N:8]1[C:16]2[C:11](=[CH:12][CH:13]=[CH:14][CH:15]=2)[CH2:10][C@H:9]1[C:17]([OH:19])=O)=O)(C)(C)C.[CH2:20]([N:22](CC)[CH2:23]C)C.F[P-](F)(F)(F)(F)F.N1(O[P+](N(C)C)(N(C)C)N(C)C)C2C=CC=CC=2N=N1.CNC. Product: [CH3:20][N:22]([CH3:23])[C:17]([C@@H:9]1[CH2:10][C:11]2[C:16](=[CH:15][CH:14]=[CH:13][CH:12]=2)[NH:8]1)=[O:19]. The catalyst class is: 2. (2) Reactant: [CH3:1][N:2]1[C:10]2[C:5](=[C:6]([CH3:11])[CH:7]=[CH:8][CH:9]=2)[C:4]([CH2:12][N:13]2[C:17]3[CH:18]=[C:19]([CH3:23])[C:20]([CH3:22])=[CH:21][C:16]=3[NH:15][C:14]2=[O:24])=[CH:3]1.C([O-])([O-])=O.[K+].[K+].CC(N(C)C)=O.[C:37]([O:44][CH2:45][CH3:46])(=[O:43])/[CH:38]=[CH:39]/[CH2:40][CH2:41][CH3:42]. Product: [CH2:45]([O:44][C:37](=[O:43])[CH2:38][CH:39]([N:15]1[C:16]2[CH:21]=[C:20]([CH3:22])[C:19]([CH3:23])=[CH:18][C:17]=2[N:13]([CH2:12][C:4]2[C:5]3[C:10](=[CH:9][CH:8]=[CH:7][C:6]=3[CH3:11])[N:2]([CH3:1])[CH:3]=2)[C:14]1=[O:24])[CH2:40][CH2:41][CH3:42])[CH3:46]. The catalyst class is: 13. (3) The catalyst class is: 1. Product: [Br:2][C:3]1[CH:11]=[CH:10][C:6]([C:7]2[NH:9][CH:20]=[C:21]([C:23]3[N:24]([CH:28]([CH3:30])[CH3:29])[N:25]=[CH:26][N:27]=3)[N:8]=2)=[C:5]([F:12])[CH:4]=1. Reactant: Cl.[Br:2][C:3]1[CH:11]=[CH:10][C:6]([C:7]([NH2:9])=[NH:8])=[C:5]([F:12])[CH:4]=1.C(=O)([O-])O.[K+].O.Br[CH2:20][C:21]([C:23]1[N:24]([CH:28]([CH3:30])[CH3:29])[N:25]=[CH:26][N:27]=1)=O.